This data is from Reaction yield outcomes from USPTO patents with 853,638 reactions. The task is: Predict the reaction yield, written as a fraction of the theoretical maximum amount of product (1.0 means a 100% yield; for example, 0.34 means a 34% yield). (1) The reactants are Cl[C:2]1[CH:7]=[C:6]([N:8]([C:16]2[CH:21]=[CH:20][C:19]([F:22])=[CH:18][CH:17]=2)[C:9]([O:11][C:12]([CH3:15])([CH3:14])[CH3:13])=[O:10])[N:5]2[N:23]=[CH:24][CH:25]=[C:4]2[N:3]=1.[C:26]1(B(O)O)[CH:31]=[CH:30][CH:29]=[CH:28][CH:27]=1.C(=O)([O-])[O-].[Na+].[Na+]. The catalyst is C1(C)C=CC=CC=1.O.C1C=CC([P]([Pd]([P](C2C=CC=CC=2)(C2C=CC=CC=2)C2C=CC=CC=2)([P](C2C=CC=CC=2)(C2C=CC=CC=2)C2C=CC=CC=2)[P](C2C=CC=CC=2)(C2C=CC=CC=2)C2C=CC=CC=2)(C2C=CC=CC=2)C2C=CC=CC=2)=CC=1. The product is [C:26]1([C:2]2[CH:7]=[C:6]([N:8]([C:16]3[CH:21]=[CH:20][C:19]([F:22])=[CH:18][CH:17]=3)[C:9]([O:11][C:12]([CH3:15])([CH3:14])[CH3:13])=[O:10])[N:5]3[N:23]=[CH:24][CH:25]=[C:4]3[N:3]=2)[CH:31]=[CH:30][CH:29]=[CH:28][CH:27]=1. The yield is 0.860. (2) The reactants are [C:1]([N:4]1[C:12]2[C:7](=[CH:8][CH:9]=[CH:10][CH:11]=2)[CH2:6][CH2:5]1)(=[O:3])[CH3:2].[F:13][C:14]([F:27])([F:26])[S:15]([O:18]S(C(F)(F)F)(=O)=O)(=[O:17])=[O:16]. The catalyst is N1C=CC=CC=1. The product is [C:1]([N:4]1[C:12]2[C:7](=[CH:8][C:9]([O:18][S:15]([C:14]([F:27])([F:13])[F:26])(=[O:16])=[O:17])=[C:10]([C:14]([F:27])([F:26])[F:13])[CH:11]=2)[CH2:6][CH2:5]1)(=[O:3])[CH3:2]. The yield is 0.960.